This data is from Full USPTO retrosynthesis dataset with 1.9M reactions from patents (1976-2016). The task is: Predict the reactants needed to synthesize the given product. (1) Given the product [CH3:20][S:17]([O:1][CH2:2][CH:3]1[CH2:4][CH2:5][CH2:6][C:7](=[O:9])[NH:8]1)(=[O:19])=[O:18], predict the reactants needed to synthesize it. The reactants are: [OH:1][CH2:2][CH:3]1[NH:8][C:7](=[O:9])[CH2:6][CH2:5][CH2:4]1.CCN(CC)CC.[S:17](Cl)([CH3:20])(=[O:19])=[O:18]. (2) The reactants are: C[O:2][C:3](=[O:15])[CH2:4][CH2:5][C:6]1[CH:11]=[C:10]([Br:12])[C:9]([OH:13])=[C:8]([Br:14])[CH:7]=1.C(=O)([O-])[O-].[K+].[K+].C([N:29]1[C:37]2[C:32](=[CH:33][CH:34]=[CH:35][CH:36]=2)[C:31]([CH2:38][CH2:39]Br)=[CH:30]1)(OC(C)(C)C)=O. Given the product [Br:14][C:8]1[CH:7]=[C:6]([CH2:5][CH2:4][C:3]([OH:2])=[O:15])[CH:11]=[C:10]([Br:12])[C:9]=1[O:13][CH2:39][CH2:38][C:31]1[C:32]2[C:37](=[CH:36][CH:35]=[CH:34][CH:33]=2)[NH:29][CH:30]=1, predict the reactants needed to synthesize it. (3) Given the product [C:1]([C:3]1[CH:8]=[CH:7][C:6]([N:9]([CH2:14][C:15]([F:16])([F:17])[F:18])[CH2:10][C:11]([NH:35][NH2:36])=[O:12])=[CH:5][C:4]=1[C:19]([F:20])([F:22])[F:21])#[N:2], predict the reactants needed to synthesize it. The reactants are: [C:1]([C:3]1[CH:8]=[CH:7][C:6]([N:9]([CH2:14][C:15]([F:18])([F:17])[F:16])[CH2:10][C:11](O)=[O:12])=[CH:5][C:4]=1[C:19]([F:22])([F:21])[F:20])#[N:2].C1N=CN(C(N2C=NC=C2)=O)C=1.[NH2:35][NH2:36]. (4) Given the product [Cl:1][C:2]1[CH:3]=[CH:4][C:5]([C:8](=[O:13])[C:9]([F:10])([F:11])[F:12])=[N:6][CH:7]=1, predict the reactants needed to synthesize it. The reactants are: [Cl:1][C:2]1[CH:3]=[CH:4][C:5]([CH:8]([OH:13])[C:9]([F:12])([F:11])[F:10])=[N:6][CH:7]=1.CC(OI1(OC(C)=O)(OC(C)=O)OC(=O)C2C1=CC=CC=2)=O. (5) Given the product [Br:1][C:2]1[CH:3]=[C:4]([CH:8]2[CH2:12][CH2:11][CH2:10][N:9]2[CH3:17])[CH:5]=[CH:6][CH:7]=1, predict the reactants needed to synthesize it. The reactants are: [Br:1][C:2]1[CH:3]=[C:4]([CH:8]2[CH2:12][CH2:11][CH2:10][NH:9]2)[CH:5]=[CH:6][CH:7]=1.C=O.[BH-](OC(C)=O)(OC(C)=O)O[C:17](C)=O.[Na+]. (6) Given the product [CH2:46]([S:50]([NH:53][C:35](=[O:37])[CH2:34][C@H:14]1[O:15][C@H:16]([C:24]2[CH:29]=[CH:28][CH:27]=[C:26]([O:30][CH3:31])[C:25]=2[O:32][CH3:33])[C:17]2[CH:22]=[C:21]([Cl:23])[CH:20]=[CH:19][C:18]=2[N:12]([CH2:11][C:10]([CH3:39])([CH3:40])[CH2:9][O:8][C:5](=[O:7])[CH3:6])[C:13]1=[O:38])(=[O:52])=[O:51])[CH2:47][CH2:48][CH3:49], predict the reactants needed to synthesize it. The reactants are: S(Cl)(Cl)=O.[C:5]([O:8][CH2:9][C:10]([CH3:40])([CH3:39])[CH2:11][N:12]1[C:18]2[CH:19]=[CH:20][C:21]([Cl:23])=[CH:22][C:17]=2[C@@H:16]([C:24]2[CH:29]=[CH:28][CH:27]=[C:26]([O:30][CH3:31])[C:25]=2[O:32][CH3:33])[O:15][C@H:14]([CH2:34][C:35]([OH:37])=O)[C:13]1=[O:38])(=[O:7])[CH3:6].CN(C)C=O.[CH2:46]([S:50]([NH2:53])(=[O:52])=[O:51])[CH2:47][CH2:48][CH3:49]. (7) The reactants are: I[C:2]1[CH:3]=[C:4]([CH:9]=[CH:10][C:11]=1[CH3:12])[C:5]([O:7][CH3:8])=O.[NH4+:13].[OH-:14].[CH3:15]COC(C)=O. Given the product [C:15]([C:2]1[CH:3]=[C:4]([CH:9]=[CH:10][C:11]=1[CH3:12])[C:5]([O:7][CH3:8])=[O:14])#[N:13], predict the reactants needed to synthesize it. (8) Given the product [CH2:39]([O:38][C:7]1[C:6]2[C:11](=[CH:12][CH:13]=[C:4]([C:2]3[S:3][C:44]([C:45]([O:47][CH2:48][CH3:49])=[O:46])=[C:51]([CH3:52])[N:1]=3)[CH:5]=2)[C:10](=[O:14])[N:9]([CH2:15][CH:16]([CH3:17])[CH3:18])[C:8]=1[CH2:19][NH:20][C:21]([O:22][CH2:23][CH:24]1[C:25]2[CH:26]=[CH:27][CH:28]=[CH:29][C:30]=2[C:31]2[C:36]1=[CH:35][CH:34]=[CH:33][CH:32]=2)=[O:37])[CH2:40][CH2:41][CH3:42], predict the reactants needed to synthesize it. The reactants are: [NH2:1][C:2]([C:4]1[CH:5]=[C:6]2[C:11](=[CH:12][CH:13]=1)[C:10](=[O:14])[N:9]([CH2:15][CH:16]([CH3:18])[CH3:17])[C:8]([CH2:19][NH:20][C:21](=[O:37])[O:22][CH2:23][CH:24]1[C:36]3[CH:35]=[CH:34][CH:33]=[CH:32][C:31]=3[C:30]3[C:25]1=[CH:26][CH:27]=[CH:28][CH:29]=3)=[C:7]2[O:38][CH2:39][CH2:40][CH2:41][CH3:42])=[S:3].Cl[CH2:44][C:45]([O:47][CH2:48][CH3:49])=[O:46].O.[CH2:51](O)[CH3:52]. (9) Given the product [CH3:1][S:2]([C:5]1[CH:10]=[CH:9][C:8]([C:11]2[CH:12]=[CH:13][C:14]([O:17][CH2:18][CH:19]3[CH2:24][CH2:23][N:22]([C:29](=[O:30])[CH2:28][CH2:27][C:26]([C:32]4[CH:37]=[CH:36][CH:35]=[CH:34][CH:33]=4)=[O:25])[CH2:21][CH2:20]3)=[N:15][CH:16]=2)=[CH:7][CH:6]=1)(=[O:3])=[O:4], predict the reactants needed to synthesize it. The reactants are: [CH3:1][S:2]([C:5]1[CH:10]=[CH:9][C:8]([C:11]2[CH:12]=[CH:13][C:14]([O:17][CH2:18][CH:19]3[CH2:24][CH2:23][NH:22][CH2:21][CH2:20]3)=[N:15][CH:16]=2)=[CH:7][CH:6]=1)(=[O:4])=[O:3].[O:25]=[C:26]([C:32]1[CH:37]=[CH:36][CH:35]=[CH:34][CH:33]=1)[CH2:27][CH2:28][C:29](O)=[O:30].